Dataset: Catalyst prediction with 721,799 reactions and 888 catalyst types from USPTO. Task: Predict which catalyst facilitates the given reaction. The catalyst class is: 19. Reactant: Cl.C([N:9]([C@@H:21]([CH2:23][CH:24]([C:33]1[CH:38]=[CH:37][C:36]([O:39][CH3:40])=[CH:35][CH:34]=1)[C:25]1[CH:30]=[CH:29][C:28]([O:31][CH3:32])=[CH:27][CH:26]=1)[CH3:22])[CH2:10][C@H:11]([OH:20])[CH2:12][O:13][C:14]1[CH:19]=[CH:18][CH:17]=[CH:16][CH:15]=1)C1C=CC=CC=1.[H][H].[C:43]([O-:48])(=[O:47])[C:44]([O-:46])=[O:45]. Product: [C:43]([OH:48])(=[O:47])[C:44]([OH:46])=[O:45].[CH3:40][O:39][C:36]1[CH:37]=[CH:38][C:33]([CH:24]([C:25]2[CH:30]=[CH:29][C:28]([O:31][CH3:32])=[CH:27][CH:26]=2)[CH2:23][C@H:21]([NH:9][CH2:10][C@H:11]([OH:20])[CH2:12][O:13][C:14]2[CH:19]=[CH:18][CH:17]=[CH:16][CH:15]=2)[CH3:22])=[CH:34][CH:35]=1.